This data is from Forward reaction prediction with 1.9M reactions from USPTO patents (1976-2016). The task is: Predict the product of the given reaction. (1) Given the reactants Cl[CH2:2][C:3]([NH:5][C@H:6]([CH:22]([CH3:24])[CH3:23])[C:7]([N:9]1[CH2:14][CH2:13][CH:12]([C:15]2[CH:20]=[CH:19][C:18]([Cl:21])=[CH:17][CH:16]=2)[CH2:11][CH2:10]1)=[O:8])=[O:4].[NH:25]1[CH:29]=[CH:28][CH:27]=[N:26]1.C([O-])([O-])=O.[K+].[K+], predict the reaction product. The product is: [Cl:21][C:18]1[CH:19]=[CH:20][C:15]([CH:12]2[CH2:13][CH2:14][N:9]([C:7](=[O:8])[C@H:6]([NH:5][C:3](=[O:4])[CH2:2][N:25]3[CH:29]=[CH:28][CH:27]=[N:26]3)[CH:22]([CH3:24])[CH3:23])[CH2:10][CH2:11]2)=[CH:16][CH:17]=1. (2) Given the reactants [CH3:1][O:2][C:3]([C:5]1[CH:6]=[C:7]2[C:12](=[CH:13][CH:14]=1)[N:11]=[C:10]([C:15]1[CH:20]=[C:19]([C:21]([N:23]3[CH2:27][CH2:26][CH2:25][CH2:24]3)=[O:22])[CH:18]=[CH:17][C:16]=1[OH:28])[CH:9]=[CH:8]2)=[O:4].N1C=CC=CC=1.[S:35](O[S:35]([C:38]([F:41])([F:40])[F:39])(=[O:37])=[O:36])([C:38]([F:41])([F:40])[F:39])(=[O:37])=[O:36], predict the reaction product. The product is: [CH3:1][O:2][C:3]([C:5]1[CH:6]=[C:7]2[C:12](=[CH:13][CH:14]=1)[N:11]=[C:10]([C:15]1[CH:20]=[C:19]([C:21]([N:23]3[CH2:27][CH2:26][CH2:25][CH2:24]3)=[O:22])[CH:18]=[CH:17][C:16]=1[O:28][S:35]([C:38]([F:41])([F:40])[F:39])(=[O:37])=[O:36])[CH:9]=[CH:8]2)=[O:4]. (3) Given the reactants Br[C:2]1[CH:3]=[C:4]2[C:8](=[C:9]([NH2:11])[CH:10]=1)[N:7]([S:12]([C:15]1[CH:20]=[CH:19][C:18]([O:21][CH3:22])=[CH:17][CH:16]=1)(=[O:14])=[O:13])[CH2:6][CH2:5]2.CC(N=NC(C#N)(C)C)(C#N)C.CCCC[SnH](CCCC)CCCC, predict the reaction product. The product is: [CH3:22][O:21][C:18]1[CH:19]=[CH:20][C:15]([S:12]([N:7]2[C:8]3[C:4](=[CH:3][CH:2]=[CH:10][C:9]=3[NH2:11])[CH2:5][CH2:6]2)(=[O:13])=[O:14])=[CH:16][CH:17]=1. (4) Given the reactants [CH2:1]([O:5][C:6]1[CH:7]=[C:8]([CH:11]=[CH:12][C:13]=1[O:14][CH:15]([F:17])[F:16])[CH:9]=O)[C:2]#[C:3][CH3:4].C(O)(=O)[CH2:19][C:20]([OH:22])=[O:21].Cl, predict the reaction product. The product is: [CH2:1]([O:5][C:6]1[CH:7]=[C:8](/[CH:9]=[CH:19]/[C:20]([OH:22])=[O:21])[CH:11]=[CH:12][C:13]=1[O:14][CH:15]([F:17])[F:16])[C:2]#[C:3][CH3:4]. (5) Given the reactants C([C:3]1[S:7][C:6]([NH:8][C:9](=[O:27])[C:10]2[CH:15]=[C:14]([O:16][C:17]3[CH:22]=[CH:21][CH:20]=[CH:19][CH:18]=3)[CH:13]=[C:12]([O:23][CH:24]([CH3:26])[CH3:25])[CH:11]=2)=[N:5][CH:4]=1)=O.[C:28]([CH:33]=P(C1C=CC=CC=1)(C1C=CC=CC=1)C1C=CC=CC=1)([O:30][CH2:31][CH3:32])=[O:29].[CH2:53]1COCC1, predict the reaction product. The product is: [CH2:31]([O:30][C:28](=[O:29])[CH:33]=[CH:53][C:3]1[S:7][C:6]([NH:8][C:9](=[O:27])[C:10]2[CH:15]=[C:14]([O:16][C:17]3[CH:22]=[CH:21][CH:20]=[CH:19][CH:18]=3)[CH:13]=[C:12]([O:23][CH:24]([CH3:25])[CH3:26])[CH:11]=2)=[N:5][CH:4]=1)[CH3:32]. (6) Given the reactants [CH2:1]=[CH:2][C:3]([CH2:6][CH2:7][CH:8]=[C:9]([CH3:11])[CH3:10])([CH3:5])O.C(OC(CCC=C(C)C)(C=C)C)(=[O:14])C.CC(=CCC/C(=C/CO)/C)C.OC/C=C(/C)\CCC=C(C)C, predict the reaction product. The product is: [CH3:5][C:3]1[CH2:6][CH2:7][C:8]([OH:14])([CH:9]([CH3:11])[CH3:10])[CH2:1][CH:2]=1. (7) Given the reactants [N:1]1[CH:6]=[CH:5][C:4]([C:7]#[N:8])=[N:3][CH:2]=1.[NH4+:9].[Cl-], predict the reaction product. The product is: [N:1]1[CH:6]=[CH:5][C:4]([C:7](=[NH:9])[NH2:8])=[N:3][CH:2]=1.